This data is from NCI-60 drug combinations with 297,098 pairs across 59 cell lines. The task is: Regression. Given two drug SMILES strings and cell line genomic features, predict the synergy score measuring deviation from expected non-interaction effect. (1) Drug 1: CC1=CC2C(CCC3(C2CCC3(C(=O)C)OC(=O)C)C)C4(C1=CC(=O)CC4)C. Drug 2: C1CC(=O)NC(=O)C1N2C(=O)C3=CC=CC=C3C2=O. Cell line: OVCAR-8. Synergy scores: CSS=-1.35, Synergy_ZIP=1.54, Synergy_Bliss=1.67, Synergy_Loewe=0.0310, Synergy_HSA=0.186. (2) Drug 1: CCC1(CC2CC(C3=C(CCN(C2)C1)C4=CC=CC=C4N3)(C5=C(C=C6C(=C5)C78CCN9C7C(C=CC9)(C(C(C8N6C)(C(=O)OC)O)OC(=O)C)CC)OC)C(=O)OC)O.OS(=O)(=O)O. Drug 2: N.N.Cl[Pt+2]Cl. Cell line: M14. Synergy scores: CSS=23.9, Synergy_ZIP=-3.28, Synergy_Bliss=1.78, Synergy_Loewe=-1.94, Synergy_HSA=1.81. (3) Drug 1: CC1=CC2C(CCC3(C2CCC3(C(=O)C)OC(=O)C)C)C4(C1=CC(=O)CC4)C. Drug 2: C1=CC(=CC=C1C#N)C(C2=CC=C(C=C2)C#N)N3C=NC=N3. Cell line: UO-31. Synergy scores: CSS=1.78, Synergy_ZIP=-2.36, Synergy_Bliss=-3.03, Synergy_Loewe=-3.27, Synergy_HSA=-2.07. (4) Drug 1: CN(C)N=NC1=C(NC=N1)C(=O)N. Drug 2: CC(C)CN1C=NC2=C1C3=CC=CC=C3N=C2N. Cell line: MOLT-4. Synergy scores: CSS=4.98, Synergy_ZIP=-1.26, Synergy_Bliss=-4.31, Synergy_Loewe=-6.41, Synergy_HSA=-6.37.